Dataset: Forward reaction prediction with 1.9M reactions from USPTO patents (1976-2016). Task: Predict the product of the given reaction. (1) Given the reactants [Cl:1][C:2]1[N:7]2[C:8]([CH2:15][CH:16]3[CH2:21][CH2:20][C:19]([F:23])([F:22])[CH2:18][CH2:17]3)=[C:9]([C:11]([F:14])([F:13])[F:12])[N:10]=[C:6]2[CH:5]=[C:4]([C:24]([NH:26][CH2:27][C:28]2([CH2:31][OH:32])[CH2:30][CH2:29]2)=[O:25])[CH:3]=1.CC(OI1(OC(C)=O)(OC(C)=O)OC(=O)C2C=CC=CC1=2)=O.C(=O)([O-])O.[Na+].S([O-])([O-])(=O)=S.[Na+].[Na+], predict the reaction product. The product is: [Cl:1][C:2]1[N:7]2[C:8]([CH2:15][CH:16]3[CH2:21][CH2:20][C:19]([F:22])([F:23])[CH2:18][CH2:17]3)=[C:9]([C:11]([F:12])([F:13])[F:14])[N:10]=[C:6]2[CH:5]=[C:4]([C:24]([NH:26][CH2:27][C:28]2([CH:31]=[O:32])[CH2:29][CH2:30]2)=[O:25])[CH:3]=1. (2) Given the reactants [C:1](=[O:4])([O-])[O-].[Cs+].[Cs+].O=[C:8]1[NH:17][CH:16]([C:18]2[CH:25]=[CH:24][C:21]([C:22]#[N:23])=[CH:20][C:19]=2[S:26]([CH3:29])(=[O:28])=[O:27])[C:15]2[C:14](=[O:30])[CH2:13][CH2:12][CH2:11][C:10]=2[N:9]1[C:31]1[CH:36]=[CH:35][N:34]=[C:33]([C:37]([F:40])([F:39])[F:38])[CH:32]=1.C(OCC)(=O)C, predict the reaction product. The product is: [CH3:8][N:17]1[CH:16]([C:18]2[CH:25]=[CH:24][C:21]([C:22]#[N:23])=[CH:20][C:19]=2[S:26]([CH3:29])(=[O:27])=[O:28])[C:15]2[C:14](=[O:30])[CH2:13][CH2:12][CH2:11][C:10]=2[N:9]([C:31]2[CH:36]=[CH:35][N:34]=[C:33]([C:37]([F:40])([F:38])[F:39])[CH:32]=2)[C:1]1=[O:4]. (3) Given the reactants [Br:1][C:2]1[CH:10]=[CH:9][CH:8]=[C:7]2[C:3]=1[C:4]([CH:11]=[O:12])=[CH:5][NH:6]2.[H-].[Na+].I[CH3:16], predict the reaction product. The product is: [Br:1][C:2]1[CH:10]=[CH:9][CH:8]=[C:7]2[C:3]=1[C:4]([CH:11]=[O:12])=[CH:5][N:6]2[CH3:16]. (4) Given the reactants [Cl:1][C:2]1[C:3]2[C:4]3[C:5](=[C:21]([CH3:24])[O:22][N:23]=3)[C:6](=[O:20])[N:7]([C@H:12]3[CH2:17][CH2:16][CH2:15][C@@H:14]([N-]C)[CH2:13]3)[C:8]=2[CH:9]=[CH:10][CH:11]=1.Cl.[C:26](Cl)(=[O:33])[C:27]1[CH:32]=[CH:31][CH:30]=[N:29][CH:28]=1.[CH2:35]([N:37](CC)CC)C, predict the reaction product. The product is: [Cl:1][C:2]1[C:3]2[C:4]3[C:5](=[C:21]([CH3:24])[O:22][N:23]=3)[C:6](=[O:20])[N:7]([C@H:12]3[CH2:17][CH2:16][CH2:15][C@@H:14]([CH2:35][NH:37][C:26](=[O:33])[C:27]4[CH:32]=[CH:31][CH:30]=[N:29][CH:28]=4)[CH2:13]3)[C:8]=2[CH:9]=[CH:10][CH:11]=1. (5) Given the reactants [CH:1]1([CH2:4][O:5][C:6]2[CH:11]=[C:10]([F:12])[C:9]([O:13][CH3:14])=[CH:8][C:7]=2[C:15]2[C:16]3[N:24]([CH2:25][O:26][CH2:27][CH2:28][Si:29]([CH3:32])([CH3:31])[CH3:30])[C:23]([CH3:33])=[C:22]([C:34]([OH:36])=O)[C:17]=3[N:18]=[C:19]([CH3:21])[N:20]=2)[CH2:3][CH2:2]1.[NH2:37][CH:38]1[CH2:43][CH2:42][N:41]([C:44]([O:46][C:47]([CH3:50])([CH3:49])[CH3:48])=[O:45])[CH2:40][CH2:39]1, predict the reaction product. The product is: [CH:1]1([CH2:4][O:5][C:6]2[CH:11]=[C:10]([F:12])[C:9]([O:13][CH3:14])=[CH:8][C:7]=2[C:15]2[C:16]3[N:24]([CH2:25][O:26][CH2:27][CH2:28][Si:29]([CH3:31])([CH3:30])[CH3:32])[C:23]([CH3:33])=[C:22]([C:34]([NH:37][CH:38]4[CH2:39][CH2:40][N:41]([C:44]([O:46][C:47]([CH3:50])([CH3:49])[CH3:48])=[O:45])[CH2:42][CH2:43]4)=[O:36])[C:17]=3[N:18]=[C:19]([CH3:21])[N:20]=2)[CH2:3][CH2:2]1. (6) Given the reactants Cl.[C:2]1(=[O:13])[C:7]2([CH2:12][CH2:11][CH2:10][NH:9][CH2:8]2)[CH2:6][CH2:5][CH2:4][NH:3]1.C(N(CC)CC)C.[F:21][C:22]([F:34])([F:33])[C:23]1[CH:28]=[CH:27][C:26]([S:29](Cl)(=[O:31])=[O:30])=[CH:25][CH:24]=1, predict the reaction product. The product is: [F:34][C:22]([F:21])([F:33])[C:23]1[CH:24]=[CH:25][C:26]([S:29]([N:9]2[CH2:10][CH2:11][CH2:12][C:7]3([C:2](=[O:13])[NH:3][CH2:4][CH2:5][CH2:6]3)[CH2:8]2)(=[O:31])=[O:30])=[CH:27][CH:28]=1. (7) Given the reactants [CH:1]([C:9]1[C:10]([C:14]2[CH:15]=[N:16][CH:17]=[CH:18][CH:19]=2)=[N:11][NH:12][CH:13]=1)=[CH:2][CH2:3][CH2:4][CH2:5][CH2:6][CH2:7][CH3:8].[CH3:20]SC1C(C2C=NC=CC=2)=NNC=1, predict the reaction product. The product is: [CH:1]([C:9]1[C:10]([C:14]2[CH2:15][N:16]([CH3:20])[CH2:17][CH2:18][CH:19]=2)=[N:11][NH:12][CH:13]=1)=[CH:2][CH2:3][CH2:4][CH2:5][CH2:6][CH2:7][CH3:8]. (8) Given the reactants Cl[C:2]1[C:7]([C:8]([F:11])([F:10])[F:9])=[CH:6][CH:5]=[CH:4][N:3]=1.[CH3:12][O:13][C:14]1[CH:21]=[CH:20][C:17]([CH2:18][NH2:19])=[CH:16][CH:15]=1.CCN(C(C)C)C(C)C, predict the reaction product. The product is: [CH3:12][O:13][C:14]1[CH:21]=[CH:20][C:17]([CH2:18][NH:19][C:2]2[C:7]([C:8]([F:11])([F:10])[F:9])=[CH:6][CH:5]=[CH:4][N:3]=2)=[CH:16][CH:15]=1. (9) Given the reactants [CH3:1][O:2][C:3]1[C:8]([NH2:9])=[CH:7][C:6]([C:10]#[C:11][C:12]2[C:13]([CH3:24])=[N:14][CH:15]=[N:16][C:17]=2[N:18]2[CH2:23][CH2:22][O:21][CH2:20][CH2:19]2)=[CH:5][N:4]=1.[CH3:25][S:26](Cl)(=[O:28])=[O:27].N1C=CC=CC=1.O, predict the reaction product. The product is: [CH3:1][O:2][C:3]1[C:8]([NH:9][S:26]([CH3:25])(=[O:28])=[O:27])=[CH:7][C:6]([C:10]#[C:11][C:12]2[C:13]([CH3:24])=[N:14][CH:15]=[N:16][C:17]=2[N:18]2[CH2:19][CH2:20][O:21][CH2:22][CH2:23]2)=[CH:5][N:4]=1. (10) Given the reactants Cl[CH2:2][C:3]1[C:8](=[O:9])[CH:7]=[CH:6][N:5]([C:10]2[CH:11]=[N:12][N:13]([CH3:15])[CH:14]=2)[N:4]=1.[CH3:16][O:17][C:18]1[CH:19]=[N:20][C:21]([C:24]2[CH:29]=[CH:28][CH:27]=[C:26](B3OC(C)(C)C(C)(C)O3)[CH:25]=2)=[N:22][CH:23]=1.[O-]P([O-])([O-])=O.[K+].[K+].[K+].C(Cl)Cl, predict the reaction product. The product is: [CH3:16][O:17][C:18]1[CH:23]=[N:22][C:21]([C:24]2[CH:29]=[C:28]([CH:27]=[CH:26][CH:25]=2)[CH2:2][C:3]2[C:8](=[O:9])[CH:7]=[CH:6][N:5]([C:10]3[CH:11]=[N:12][N:13]([CH3:15])[CH:14]=3)[N:4]=2)=[N:20][CH:19]=1.